This data is from Forward reaction prediction with 1.9M reactions from USPTO patents (1976-2016). The task is: Predict the product of the given reaction. (1) The product is: [Br:5][C:6]1[CH:7]=[C:8]([CH:12]=[C:13]([N+:15]([O-:17])=[O:16])[CH:14]=1)[C:9]([O:11][CH2:18][CH3:19])=[O:10]. Given the reactants S(Cl)(Cl)=O.[Br:5][C:6]1[CH:7]=[C:8]([CH:12]=[C:13]([N+:15]([O-:17])=[O:16])[CH:14]=1)[C:9]([OH:11])=[O:10].[C:18]1(C)C=CC=C[CH:19]=1, predict the reaction product. (2) Given the reactants [CH:1]1([C:4]2[CH:5]=[CH:6][C:7]([C:15]([OH:17])=O)=[N:8][C:9]=2[O:10][CH2:11][CH:12]2[CH2:14][CH2:13]2)[CH2:3][CH2:2]1.[NH2:18][C:19]([CH3:25])([CH3:24])[C:20]([NH:22][CH3:23])=[O:21], predict the reaction product. The product is: [CH3:24][C:19]([NH:18][C:15]([C:7]1[CH:6]=[CH:5][C:4]([CH:1]2[CH2:2][CH2:3]2)=[C:9]([O:10][CH2:11][CH:12]2[CH2:13][CH2:14]2)[N:8]=1)=[O:17])([C:20](=[O:21])[NH:22][CH3:23])[CH3:25]. (3) Given the reactants Br[C:2]1[CH:7]=[CH:6][CH:5]=[C:4]([N+:8]([O-:10])=[O:9])[CH:3]=1.[CH:11]1[C:20]2[C:15](=[CH:16][CH:17]=[CH:18][CH:19]=2)[CH:14]=[CH:13][C:12]=1OB(O)O.C1(P(C2C=CC=CC=2)C2C=CC3C(=CC=CC=3)C=2C2C3C(=CC=CC=3)C=CC=2P(C2C=CC=CC=2)C2C=CC=CC=2)C=CC=CC=1.C(=O)([O-])[O-].[Na+].[Na+], predict the reaction product. The product is: [N+:8]([C:4]1[CH:3]=[C:2]([C:13]2[CH:12]=[CH:11][C:20]3[C:15](=[CH:16][CH:17]=[CH:18][CH:19]=3)[CH:14]=2)[CH:7]=[CH:6][CH:5]=1)([O-:10])=[O:9]. (4) Given the reactants [OH:1][C:2]1[CH:3]=[C:4]([CH:11]=[CH:12][C:13]=1[O:14][CH3:15])[CH2:5][S:6][CH2:7][C:8]([OH:10])=[O:9].C1C=C(Cl)C=C(C(OO)=[O:24])C=1, predict the reaction product. The product is: [OH:1][C:2]1[CH:3]=[C:4]([CH:11]=[CH:12][C:13]=1[O:14][CH3:15])[CH2:5][S:6]([CH2:7][C:8]([OH:10])=[O:9])=[O:24]. (5) Given the reactants [CH2:1]([C:4]1[N:8]([CH2:9][C:10]2[CH:27]=[CH:26][C:13]3/[C:14](=[CH:23]/[C:24]#[N:25])/[C:15]4[CH:22]=[CH:21][CH:20]=[CH:19][C:16]=4[CH2:17][CH2:18][C:12]=3[CH:11]=2)[C:7]2[CH:28]=[CH:29][CH:30]=[CH:31][C:6]=2[N:5]=1)[CH2:2][CH3:3].[OH-:32].[Na+].O, predict the reaction product. The product is: [CH2:1]([C:4]1[N:8]([CH2:9][C:10]2[CH:27]=[CH:26][C:13]3/[C:14](=[CH:23]/[C:24]([NH2:25])=[O:32])/[C:15]4[CH:22]=[CH:21][CH:20]=[CH:19][C:16]=4[CH2:17][CH2:18][C:12]=3[CH:11]=2)[C:7]2[CH:28]=[CH:29][CH:30]=[CH:31][C:6]=2[N:5]=1)[CH2:2][CH3:3]. (6) Given the reactants [Cl:1][C:2]1[CH:3]=[C:4]([C:8]#[CH:9])[CH:5]=[CH:6][CH:7]=1.[CH2:10]([O:12][C:13]([N:15]1[CH2:20][CH2:19][NH:18][CH2:17][CH2:16]1)=[O:14])[CH3:11].[Cl:21][C:22]1[CH:29]=[CH:28][CH:27]=[CH:26][C:23]=1[CH:24]=O, predict the reaction product. The product is: [CH2:10]([O:12][C:13]([N:15]1[CH2:16][CH2:17][N:18]([CH:24]([C:23]2[CH:26]=[CH:27][CH:28]=[CH:29][C:22]=2[Cl:21])[C:9]#[C:8][C:4]2[CH:5]=[CH:6][CH:7]=[C:2]([Cl:1])[CH:3]=2)[CH2:19][CH2:20]1)=[O:14])[CH3:11]. (7) Given the reactants [CH2:1]([O:3][C:4](=[O:22])[CH2:5][C:6]1[CH:11]=[CH:10][C:9]([S:12]([N:15]2[CH2:20][CH2:19][N:18]([CH3:21])[CH2:17][CH2:16]2)(=[O:14])=[O:13])=[CH:8][CH:7]=1)[CH3:2].[Li+].CC([N-]C(C)C)C.I[CH2:32][CH:33]1[CH2:37][CH2:36][CH2:35][CH2:34]1, predict the reaction product. The product is: [CH2:1]([O:3][C:4](=[O:22])[CH:5]([C:6]1[CH:7]=[CH:8][C:9]([S:12]([N:15]2[CH2:20][CH2:19][N:18]([CH3:21])[CH2:17][CH2:16]2)(=[O:13])=[O:14])=[CH:10][CH:11]=1)[CH2:32][CH:33]1[CH2:37][CH2:36][CH2:35][CH2:34]1)[CH3:2]. (8) Given the reactants Cl.[Cl:2][C:3]1[CH:16]=[CH:15][C:14]2[S:13][C:12]3[C:7](=[CH:8][CH:9]=[CH:10][CH:11]=3)[N:6]([CH2:17][CH2:18][NH2:19])[C:5]=2[CH:4]=1.CCN(CC)CC.[F:27][C:28]([F:41])([F:40])[O:29][C:30]1[CH:35]=[CH:34][C:33]([S:36](Cl)(=[O:38])=[O:37])=[CH:32][CH:31]=1, predict the reaction product. The product is: [F:41][C:28]([F:27])([F:40])[O:29][C:30]1[CH:35]=[CH:34][C:33]([S:36]([NH:19][CH2:18][CH2:17][N:6]2[C:5]3[CH:4]=[C:3]([Cl:2])[CH:16]=[CH:15][C:14]=3[S:13][C:12]3[C:7]2=[CH:8][CH:9]=[CH:10][CH:11]=3)(=[O:38])=[O:37])=[CH:32][CH:31]=1. (9) Given the reactants [CH2:1]=[CH:2][CH2:3][C@@H:4]([NH2:8])[C:5]([OH:7])=[O:6].C(N(CC)CC)C.O.[CH2:17]([O:24][C:25](ON1C(=O)CCC1=O)=[O:26])[C:18]1[CH:23]=[CH:22][CH:21]=[CH:20][CH:19]=1, predict the reaction product. The product is: [CH2:17]([O:24][C:25]([NH:8][C@H:4]([CH2:3][CH:2]=[CH2:1])[C:5]([OH:7])=[O:6])=[O:26])[C:18]1[CH:23]=[CH:22][CH:21]=[CH:20][CH:19]=1. (10) Given the reactants [C:1]([C:3]1[CH:31]=[CH:30][C:6]([CH2:7][C@@:8]2([CH3:29])[N:12]3[C:13]([C:16](O)=[O:17])=[CH:14][N:15]=[C:11]3[N:10]([C:19]3[CH:24]=[C:23]([Cl:25])[C:22]([F:26])=[C:21]([Cl:27])[CH:20]=3)[C:9]2=[O:28])=[CH:5][CH:4]=1)#[N:2].CN(C(ON1N=NC2C=CC=NC1=2)=[N+](C)C)C.F[P-](F)(F)(F)(F)F.C(N(C(C)C)CC)(C)C.Cl.[CH2:66]([O:69][C:70]([C:72]1([NH2:75])[CH2:74][CH2:73]1)=[O:71])[CH:67]=[CH2:68], predict the reaction product. The product is: [CH2:66]([O:69][C:70]([C:72]1([NH:75][C:16]([C:13]2[N:12]3[C@@:8]([CH2:7][C:6]4[CH:30]=[CH:31][C:3]([C:1]#[N:2])=[CH:4][CH:5]=4)([CH3:29])[C:9](=[O:28])[N:10]([C:19]4[CH:20]=[C:21]([Cl:27])[C:22]([F:26])=[C:23]([Cl:25])[CH:24]=4)[C:11]3=[N:15][CH:14]=2)=[O:17])[CH2:74][CH2:73]1)=[O:71])[CH:67]=[CH2:68].